Dataset: Reaction yield outcomes from USPTO patents with 853,638 reactions. Task: Predict the reaction yield, written as a fraction of the theoretical maximum amount of product (1.0 means a 100% yield; for example, 0.34 means a 34% yield). (1) The reactants are N.[Na].C([N:10]1[CH:14]=[C:13]([CH2:15][N:16]2[CH2:20][CH:19]([C:21]3[CH:26]=[C:25](F)[CH:24]=[C:23](F)[C:22]=3F)[CH2:18][C:17]2=[O:30])[CH:12]=[N:11]1)C1C=CC=CC=1.[NH4+].[Cl-]. The catalyst is C1COCC1.O. The product is [C:21]1([CH:19]2[CH2:20][N:16]([CH2:15][C:13]3[CH:12]=[N:11][NH:10][CH:14]=3)[C:17](=[O:30])[CH2:18]2)[CH:22]=[CH:23][CH:24]=[CH:25][CH:26]=1. The yield is 0.120. (2) The reactants are [Br:1][C:2]1[N:3]=[C:4]2[C:10]([C:11]([OH:13])=[O:12])=[CH:9][NH:8][C:5]2=[N:6][CH:7]=1.OS(O)(=O)=O.[CH3:19]O. No catalyst specified. The product is [CH3:19][O:12][C:11]([C:10]1[C:4]2[C:5](=[N:6][CH:7]=[C:2]([Br:1])[N:3]=2)[NH:8][CH:9]=1)=[O:13]. The yield is 0.430. (3) The reactants are [NH2:1][C:2]1[CH:7]=[CH:6][C:5]([S:8][CH2:9][C:10]([NH:12][CH2:13][CH2:14][CH2:15][CH2:16][CH2:17][C:18]([NH:20][C:21]2[CH:26]=[CH:25][CH:24]=C[CH:22]=2)=[O:19])=[O:11])=[CH:4][CH:3]=1.[NH2:27]C1C=CC=CC=1. No catalyst specified. The product is [NH2:1][C:2]1[CH:3]=[CH:4][C:5]([S:8][CH2:9][C:10]([NH:12][CH2:13][CH2:14][CH2:15][CH2:16][CH2:17][C:18]([NH:20][C:21]2[CH:22]=[N:27][CH:24]=[CH:25][CH:26]=2)=[O:19])=[O:11])=[CH:6][CH:7]=1. The yield is 0.790. (4) The reactants are [N+:1]([CH2:4][CH2:5][C:6]1[CH:18]=[CH:17][C:9]([O:10][C:11]2[CH:12]=[N:13][CH:14]=[CH:15][CH:16]=2)=[CH:8][CH:7]=1)([O-:3])=O.C[O-].[Li+].C(=O)(O)[O-].[Na+].[C:27]([C:29]1[C:30]([NH2:35])=[N:31][CH:32]=[CH:33][CH:34]=1)#[CH:28].C(N(CC)CC)C. The product is [N:13]1[CH:14]=[CH:15][CH:16]=[C:11]([O:10][C:9]2[CH:17]=[CH:18][C:6]([CH2:5][C:4]3[CH:28]=[C:27]([C:29]4[C:30]([NH2:35])=[N:31][CH:32]=[CH:33][CH:34]=4)[O:3][N:1]=3)=[CH:7][CH:8]=2)[CH:12]=1. The catalyst is [Ti](Cl)(Cl)(Cl)Cl.O.O1CCCC1.C(OCC)(=O)C.CO. The yield is 0.100. (5) The reactants are I.[NH2:2][C:3]1[C:4]([C:11]([NH:13][C:14](=[NH:17])SC)=[O:12])=[N:5][C:6]([Cl:10])=[C:7]([NH2:9])[N:8]=1.C(N(CC)CC)C.[C:25]([O:29][C:30](=[O:48])[NH:31][CH2:32][CH2:33][NH:34][C:35](=[O:47])[C:36]1[CH:41]=[CH:40][C:39]([CH2:42][CH2:43][CH2:44][CH2:45][NH2:46])=[CH:38][CH:37]=1)([CH3:28])([CH3:27])[CH3:26]. The catalyst is CO. The product is [C:25]([O:29][C:30](=[O:48])[NH:31][CH2:32][CH2:33][NH:34][C:35](=[O:47])[C:36]1[CH:41]=[CH:40][C:39]([CH2:42][CH2:43][CH2:44][CH2:45][NH:46][C:14]([NH2:17])=[N:13][C:11]([C:4]2[C:3]([NH2:2])=[N:8][C:7]([NH2:9])=[C:6]([Cl:10])[N:5]=2)=[O:12])=[CH:38][CH:37]=1)([CH3:28])([CH3:26])[CH3:27]. The yield is 0.620. (6) The reactants are N1C(Cl)=NC(Cl)=NC=1[Cl:3].CN(C)C=O.[Br:15][C:16]1[C:23]([O:24][CH2:25][CH3:26])=[C:22]([CH:27](O)[CH3:28])[CH:21]=[C:20]([Cl:30])[C:17]=1[C:18]#[N:19].C(Cl)Cl. No catalyst specified. The product is [Br:15][C:16]1[C:23]([O:24][CH2:25][CH3:26])=[C:22]([CH:27]([Cl:3])[CH3:28])[CH:21]=[C:20]([Cl:30])[C:17]=1[C:18]#[N:19]. The yield is 0.750.